This data is from Full USPTO retrosynthesis dataset with 1.9M reactions from patents (1976-2016). The task is: Predict the reactants needed to synthesize the given product. (1) Given the product [Cl:26][C:23]1[CH:24]=[CH:25][C:20]([N:17]2[CH2:18][CH2:19][N:14]([C:12](=[O:13])[CH2:11][N:1]3[C:5]4=[N:6][CH:7]=[N:8][CH:9]=[C:4]4[CH:3]=[N:2]3)[CH2:15][CH2:16]2)=[CH:21][C:22]=1[O:27][CH3:28], predict the reactants needed to synthesize it. The reactants are: [NH:1]1[C:5]2=[N:6][CH:7]=[N:8][CH:9]=[C:4]2[CH:3]=[N:2]1.Cl[CH2:11][C:12]([N:14]1[CH2:19][CH2:18][N:17]([C:20]2[CH:25]=[CH:24][C:23]([Cl:26])=[C:22]([O:27][CH3:28])[CH:21]=2)[CH2:16][CH2:15]1)=[O:13].C(=O)([O-])[O-].[K+].[K+]. (2) Given the product [Cl:1][C:2]1[CH:7]=[C:6]([C:8](=[O:10])[CH:9]=[CH:11][N:12]([CH3:14])[CH3:13])[CH:5]=[CH:4][N:3]=1, predict the reactants needed to synthesize it. The reactants are: [Cl:1][C:2]1[CH:7]=[C:6]([C:8](=[O:10])[CH3:9])[CH:5]=[CH:4][N:3]=1.[CH3:11][N:12]([CH:14]=O)[CH3:13].C[C:11]([N:12]([CH3:14])[CH3:13])=O. (3) Given the product [F:11][C:12]([F:33])([F:34])[C:13]([C:22]1[CH:27]=[C:26]([CH2:28][CH2:29][CH3:30])[C:25]([OH:31])=[C:24]([CH2:7][CH:8]([CH3:9])[CH3:10])[CH:23]=1)([O:18][CH2:19][O:20][CH3:21])[C:14]([F:15])([F:17])[F:16], predict the reactants needed to synthesize it. The reactants are: [Br-].[CH2:7]([Zn][CH2:7][CH:8]([CH3:10])[CH3:9])[CH:8]([CH3:10])[CH3:9].[F:11][C:12]([F:34])([F:33])[C:13]([C:22]1[CH:27]=[C:26]([CH2:28][CH2:29][CH3:30])[C:25]([OH:31])=[C:24](I)[CH:23]=1)([O:18][CH2:19][O:20][CH3:21])[C:14]([F:17])([F:16])[F:15].Cl. (4) Given the product [CH2:43]([O:42][C:40](=[O:41])[CH2:39][O:20][C@H:17]1[CH2:18][CH2:19][C@H:14]([N:8]2[C:7](=[O:21])[C:6]([CH2:22][C:23]3[CH:28]=[N:27][C:26]([C:29]4[CH:36]=[CH:35][CH:34]=[CH:33][C:30]=4[C:31]#[N:32])=[CH:25][CH:24]=3)=[C:5]([CH2:1][CH2:2][CH2:3][CH3:4])[N:10]3[N:11]=[CH:12][CH:13]=[C:9]23)[CH2:15][CH2:16]1)[CH3:44], predict the reactants needed to synthesize it. The reactants are: [CH2:1]([C:5]1[N:10]2[N:11]=[CH:12][CH:13]=[C:9]2[N:8]([C@H:14]2[CH2:19][CH2:18][C@H:17]([OH:20])[CH2:16][CH2:15]2)[C:7](=[O:21])[C:6]=1[CH2:22][C:23]1[CH:24]=[CH:25][C:26]([C:29]2[CH:36]=[CH:35][CH:34]=[CH:33][C:30]=2[C:31]#[N:32])=[N:27][CH:28]=1)[CH2:2][CH2:3][CH3:4].[N+](=[CH:39][C:40]([O:42][CH2:43][CH3:44])=[O:41])=[N-].C(OCC)(=O)C.O.